This data is from Full USPTO retrosynthesis dataset with 1.9M reactions from patents (1976-2016). The task is: Predict the reactants needed to synthesize the given product. (1) Given the product [CH3:8][N:6]1[CH:7]=[C:2]([B:20]2[O:21][C:22]([CH3:24])([CH3:23])[C:18]([CH3:34])([CH3:17])[O:19]2)[CH:3]=[C:4]([NH:10][C:11]2[CH:16]=[CH:15][N:14]=[CH:13][N:12]=2)[C:5]1=[O:9], predict the reactants needed to synthesize it. The reactants are: Br[C:2]1[CH:3]=[C:4]([NH:10][C:11]2[CH:16]=[CH:15][N:14]=[CH:13][N:12]=2)[C:5](=[O:9])[N:6]([CH3:8])[CH:7]=1.[CH3:17][C:18]1([CH3:34])[C:22]([CH3:24])([CH3:23])[O:21][B:20]([B:20]2[O:21][C:22]([CH3:24])([CH3:23])[C:18]([CH3:34])([CH3:17])[O:19]2)[O:19]1.C([O-])(=O)C.[K+].O1CCOCC1. (2) Given the product [CH2:1]([N:4]([C:8]([CH3:11])([CH3:10])[CH3:9])[C:5](=[O:6])[O-:7])[CH:2]=[CH2:3].[OH:37][CH:32]([C:13]1[CH:14]=[C:15]2[C@@H:22]([NH2:23])[CH2:21][C:20]3([CH2:26][CH2:25][CH2:24]3)[O:19][C:16]2=[N:17][CH:18]=1)[C:33]([CH3:36])([CH3:35])[CH3:34], predict the reactants needed to synthesize it. The reactants are: [CH2:1]([N:4]([C:8]([CH3:11])([CH3:10])[CH3:9])[C:5](=[O:7])[O-:6])[CH:2]=[CH2:3].Br[C:13]1[CH:14]=[C:15]2[C@@H:22]([NH2:23])[CH2:21][C:20]3([CH2:26][CH2:25][CH2:24]3)[O:19][C:16]2=[N:17][CH:18]=1.C([Li])(C)(C)C.[CH:32](=[O:37])[C:33]([CH3:36])([CH3:35])[CH3:34]. (3) Given the product [CH3:13][C:9](=[CH2:8])[C:10]([NH:1][CH2:2][C:3]([OH:5])=[O:4])=[O:11], predict the reactants needed to synthesize it. The reactants are: [NH2:1][CH2:2][C:3]([OH:5])=[O:4].[OH-].[Na+].[CH3:8][C:9](=[CH2:13])[C:10](Cl)=[O:11].